This data is from Full USPTO retrosynthesis dataset with 1.9M reactions from patents (1976-2016). The task is: Predict the reactants needed to synthesize the given product. (1) The reactants are: [CH3:1][C:2]1([CH3:18])[CH2:7][CH:6](O)[CH:5]=[C:4]([C:9]2[CH:14]=[CH:13][N:12]=[CH:11][C:10]=2[N+:15]([O-:17])=[O:16])[CH2:3]1.C1(P(C2C=CC=CC=2)C2C=CC=CC=2)C=CC=CC=1.[C:38]1(=[O:48])[NH:42][C:41](=[O:43])[C:40]2=[CH:44][CH:45]=[CH:46][CH:47]=[C:39]12.N(C(OC(C)(C)C)=O)=NC(OC(C)(C)C)=O. Given the product [CH3:1][C:2]1([CH3:18])[CH2:7][CH:6]([N:42]2[C:38](=[O:48])[C:39]3[C:40](=[CH:44][CH:45]=[CH:46][CH:47]=3)[C:41]2=[O:43])[CH:5]=[C:4]([C:9]2[CH:14]=[CH:13][N:12]=[CH:11][C:10]=2[N+:15]([O-:17])=[O:16])[CH2:3]1, predict the reactants needed to synthesize it. (2) Given the product [F:22][C:10]1[C:9]([OH:8])=[CH:14][CH:13]=[C:12]([N+:15]([O-:17])=[O:16])[C:11]=1[CH2:18][C:19](=[O:21])[CH3:20], predict the reactants needed to synthesize it. The reactants are: C([O:8][C:9]1[C:10]([F:22])=[C:11]([CH2:18][C:19](=[O:21])[CH3:20])[C:12]([N+:15]([O-:17])=[O:16])=[CH:13][CH:14]=1)C1C=CC=CC=1.[Cl-].[NH+]1C=CC=CC=1. (3) Given the product [F:15][C:3]1[CH:4]=[C:5]2[C:9](=[CH:10][C:2]=1[C:18]1[CH:17]=[N:16][CH:21]=[CH:20][CH:19]=1)[N:8]([CH3:11])[C:7](=[O:12])[C:6]2([CH3:14])[CH3:13], predict the reactants needed to synthesize it. The reactants are: Br[C:2]1[CH:10]=[C:9]2[C:5]([C:6]([CH3:14])([CH3:13])[C:7](=[O:12])[N:8]2[CH3:11])=[CH:4][C:3]=1[F:15].[N:16]1[CH:21]=[CH:20][CH:19]=[C:18](B(O)O)[CH:17]=1. (4) Given the product [Br:19][C:20]1[CH:28]=[CH:27][CH:26]=[C:25]2[C:21]=1[CH2:22][CH2:23][N:24]2[C:15](=[O:17])[CH2:14][C:9]1[NH:10][C:11](=[O:13])[CH:12]=[C:7]([N:1]2[CH2:2][CH2:3][O:4][CH2:5][CH2:6]2)[N:8]=1, predict the reactants needed to synthesize it. The reactants are: [N:1]1([C:7]2[N:8]=[C:9]([CH2:14][C:15]([O-:17])=O)[NH:10][C:11](=[O:13])[CH:12]=2)[CH2:6][CH2:5][O:4][CH2:3][CH2:2]1.[Na+].[Br:19][C:20]1[CH:28]=[CH:27][CH:26]=[C:25]2[C:21]=1[CH2:22][CH2:23][NH:24]2.Cl.CN(C)CCCN=C=NCC. (5) Given the product [S:12]1[CH:13]=[CH:14][N:15]=[C:11]1[C:17]1[CH2:22][CH2:21][CH2:20][C:19](=[O:23])[CH:18]=1, predict the reactants needed to synthesize it. The reactants are: [Si](Cl)(C)(C)C.BrCCBr.Br[C:11]1[S:12][CH:13]=[CH:14][N:15]=1.Br[C:17]1[CH2:22][CH2:21][CH2:20][C:19](=[O:23])[CH:18]=1.[Cl-].[NH4+]. (6) Given the product [ClH:26].[ClH:58].[Cl:26][C:27]1[CH:28]=[C:29]([NH:44][C:45]2[C:55]3[CH:54]=[C:53](/[CH:56]=[CH:6]/[CH2:5][N:3]([CH3:4])[CH3:2])[CH2:52][CH2:51][NH:50][C:49]=3[N:48]=[CH:47][N:46]=2)[CH:30]=[CH:31][C:32]=1[O:33][C:34]1[CH:39]=[CH:38][CH:37]=[C:36]([C:40]([F:43])([F:42])[F:41])[CH:35]=1, predict the reactants needed to synthesize it. The reactants are: [Br-].[CH3:2][N:3]([CH2:5][CH2:6][P+](C1C=CC=CC=1)(C1C=CC=CC=1)C1C=CC=CC=1)[CH3:4].[Cl:26][C:27]1[CH:28]=[C:29]([NH:44][C:45]2[C:55]3[CH:54]=[C:53]([CH:56]=O)[CH2:52][CH2:51][NH:50][C:49]=3[N:48]=[CH:47][N:46]=2)[CH:30]=[CH:31][C:32]=1[O:33][C:34]1[CH:39]=[CH:38][CH:37]=[C:36]([C:40]([F:43])([F:42])[F:41])[CH:35]=1.[Cl-:58].[NH4+]. (7) The reactants are: Cl.[Cl:2][C:3]1[CH:4]=[C:5]([NH2:22])[CH:6]=[C:7]([NH:9][C:10]2[S:11][C:12]3[C:21]4[C:16](=[CH:17][CH:18]=[CH:19][CH:20]=4)[CH2:15][C:13]=3[N:14]=2)[CH:8]=1.I.[C:24]1([C:30](SC)=[NH:31])[CH:29]=[CH:28][CH:27]=[CH:26][CH:25]=1. Given the product [Cl:2][C:3]1[CH:4]=[C:5]([NH:22][C:30](=[NH:31])[C:24]2[CH:29]=[CH:28][CH:27]=[CH:26][CH:25]=2)[CH:6]=[C:7]([NH:9][C:10]2[S:11][C:12]3[C:21]4[C:16](=[CH:17][CH:18]=[CH:19][CH:20]=4)[CH2:15][C:13]=3[N:14]=2)[CH:8]=1, predict the reactants needed to synthesize it.